From a dataset of Forward reaction prediction with 1.9M reactions from USPTO patents (1976-2016). Predict the product of the given reaction. (1) Given the reactants I[C:2]1[N:10]=[CH:9][N:8]=[C:7]2[C:3]=1[N:4]=[CH:5][N:6]2[CH:11]1[CH2:16][CH2:15][CH2:14][CH2:13][O:12]1.C([Mg]Cl)(C)C.C([Mg]Cl)(C)C.[Li+].[Cl-].[Cl:29][C:30]1[C:35](I)=[CH:34][N:33]=[CH:32][N:31]=1.O1C=CC=C1P(C1OC=CC=1)C1OC=CC=1, predict the reaction product. The product is: [Cl:29][C:30]1[C:35]([C:2]2[N:10]=[CH:9][N:8]=[C:7]3[C:3]=2[N:4]=[CH:5][N:6]3[CH:11]2[CH2:16][CH2:15][CH2:14][CH2:13][O:12]2)=[CH:34][N:33]=[CH:32][N:31]=1. (2) The product is: [Cl:1][C:2]1[CH:3]=[C:4]([CH:30]=[CH:31][CH:32]=1)[O:5][CH2:6][CH2:7][CH2:8][O:9][C:10]1[CH:11]=[CH:12][C:13]([CH:16]2[CH2:21][CH2:20][N:19]([C:22]([O:24][C:25]([CH3:27])([CH3:28])[CH3:26])=[O:23])[CH2:18][CH:17]2[O:29][CH2:34][C:35]2[CH:36]=[CH:37][C:38]3[O:43][CH2:42][C:41](=[O:44])[N:40]([CH2:45][CH2:46][CH2:47][O:48][CH3:49])[C:39]=3[CH:50]=2)=[CH:14][CH:15]=1. Given the reactants [Cl:1][C:2]1[CH:3]=[C:4]([CH:30]=[CH:31][CH:32]=1)[O:5][CH2:6][CH2:7][CH2:8][O:9][C:10]1[CH:15]=[CH:14][C:13]([CH:16]2[CH2:21][CH2:20][N:19]([C:22]([O:24][C:25]([CH3:28])([CH3:27])[CH3:26])=[O:23])[CH2:18][CH:17]2[OH:29])=[CH:12][CH:11]=1.Cl[CH2:34][C:35]1[CH:36]=[CH:37][C:38]2[O:43][CH2:42][C:41](=[O:44])[N:40]([CH2:45][CH2:46][CH2:47][O:48][CH3:49])[C:39]=2[CH:50]=1, predict the reaction product. (3) Given the reactants [Br:1][C:2]1[CH:7]=[C:6]([NH2:8])[CH:5]=[C:4]([Br:9])[N:3]=1.[C:10]([N:18]=[C:19]=[S:20])(=[O:17])[C:11]1[CH:16]=[CH:15][CH:14]=[CH:13][CH:12]=1, predict the reaction product. The product is: [C:10]([NH:18][C:19]([NH:8][C:6]1[CH:5]=[C:4]([Br:9])[N:3]=[C:2]([Br:1])[CH:7]=1)=[S:20])(=[O:17])[C:11]1[CH:16]=[CH:15][CH:14]=[CH:13][CH:12]=1. (4) Given the reactants [H-].[Na+].[C:3]([CH2:5]P(=O)(OCC)OCC)#[N:4].[F:14][C:15]1[CH:20]=[CH:19][C:18]([N:21]2[C:29]3[C:24](=[CH:25][C:26]4[C:33](=O)[CH2:32][CH2:31][CH2:30][C:27]=4[CH:28]=3)[CH:23]=[N:22]2)=[CH:17][CH:16]=1, predict the reaction product. The product is: [F:14][C:15]1[CH:16]=[CH:17][C:18]([N:21]2[C:29]3[C:24](=[CH:25][C:26]4[C:33](=[CH:5][C:3]#[N:4])[CH2:32][CH2:31][CH2:30][C:27]=4[CH:28]=3)[CH:23]=[N:22]2)=[CH:19][CH:20]=1. (5) Given the reactants Br[CH2:2][C:3]([C:5]1[CH:10]=[CH:9][CH:8]=[CH:7][C:6]=1[N+:11]([O-:13])=[O:12])=O.[N:14]1[CH:19]=[CH:18][CH:17]=[CH:16][C:15]=1[CH2:20][C:21]([O-:23])=[O:22].[C:24]([O-])(O)=O.[Na+], predict the reaction product. The product is: [CH3:24][O:22][C:21]([C:20]1[C:3]([C:5]2[CH:10]=[CH:9][CH:8]=[CH:7][C:6]=2[N+:11]([O-:13])=[O:12])=[CH:2][N:14]2[C:15]=1[CH:16]=[CH:17][CH:18]=[CH:19]2)=[O:23]. (6) Given the reactants [OH:1][CH:2]1[CH:7]([C:8]2[CH:13]=[CH:12][C:11]([OH:14])=[CH:10][CH:9]=2)[CH2:6][CH2:5][N:4]([C:15]([O:17][C:18]([CH3:21])([CH3:20])[CH3:19])=[O:16])[CH2:3]1.Br[CH2:23][CH2:24][CH2:25][O:26][C:27]1[CH:32]=[CH:31][CH:30]=[C:29]([F:33])[C:28]=1[F:34], predict the reaction product. The product is: [F:34][C:28]1[C:29]([F:33])=[CH:30][CH:31]=[CH:32][C:27]=1[O:26][CH2:25][CH2:24][CH2:23][O:14][C:11]1[CH:10]=[CH:9][C:8]([CH:7]2[CH2:6][CH2:5][N:4]([C:15]([O:17][C:18]([CH3:21])([CH3:20])[CH3:19])=[O:16])[CH2:3][CH:2]2[OH:1])=[CH:13][CH:12]=1. (7) Given the reactants [CH3:1][C@@H:2]1[CH2:7][NH:6][CH2:5][CH2:4][N:3]1[C:8]1[C:9]2[N:23]=[CH:22][CH:21]=[CH:20][C:10]=2[C:11]([C:14]2[CH:19]=[CH:18][CH:17]=[CH:16][CH:15]=2)=[N:12][N:13]=1.C(N(CC)CC)C.[C:31](Cl)(=[O:38])[C:32]1[CH:37]=[CH:36][CH:35]=[CH:34][CH:33]=1, predict the reaction product. The product is: [CH3:1][C@H:2]1[N:3]([C:8]2[N:13]=[N:12][C:11]([C:14]3[CH:19]=[CH:18][CH:17]=[CH:16][CH:15]=3)=[C:10]3[CH:20]=[CH:21][CH:22]=[N:23][C:9]=23)[CH2:4][CH2:5][N:6]([C:31]([C:32]2[CH:37]=[CH:36][CH:35]=[CH:34][CH:33]=2)=[O:38])[CH2:7]1. (8) The product is: [NH2:38][C:36](=[O:37])[C:35]([N:14]1[CH2:15][CH2:16][C@@H:11]([C:9]([N:8]([CH2:7][C:6]2[CH:26]=[C:27]([C:29]([F:30])([F:31])[F:32])[CH:28]=[C:4]([C:3]([F:2])([F:33])[F:34])[CH:5]=2)[CH3:25])=[O:10])[C@H:12]([C:17]2[CH:22]=[CH:21][C:20]([F:23])=[CH:19][C:18]=2[CH3:24])[CH2:13]1)=[O:39]. Given the reactants Cl.[F:2][C:3]([F:34])([F:33])[C:4]1[CH:5]=[C:6]([CH:26]=[C:27]([C:29]([F:32])([F:31])[F:30])[CH:28]=1)[CH2:7][N:8]([CH3:25])[C:9]([C@@H:11]1[CH2:16][CH2:15][NH:14][CH2:13][C@H:12]1[C:17]1[CH:22]=[CH:21][C:20]([F:23])=[CH:19][C:18]=1[CH3:24])=[O:10].[C:35](O)(=[O:39])[C:36]([NH2:38])=[O:37].CCN=C=NCCCN(C)C.Cl.C1C=CC2N(O)N=NC=2C=1, predict the reaction product. (9) Given the reactants C[Al](C)C.[CH3:5][N:6]([CH3:12])[C:7](=[O:11])[CH2:8][NH:9][CH3:10].[C:13]([C:15]1[C:20]2[N:21]=[C:22]([C:24](OCC)=[O:25])[O:23][C:19]=2[C:18]([F:29])=[C:17]([C:30]2[CH:35]=[CH:34][CH:33]=[CH:32][CH:31]=2)[C:16]=1[CH3:36])#[N:14].Cl, predict the reaction product. The product is: [C:13]([C:15]1[C:20]2[N:21]=[C:22]([C:24]([N:9]([CH2:8][C:7]([N:6]([CH3:12])[CH3:5])=[O:11])[CH3:10])=[O:25])[O:23][C:19]=2[C:18]([F:29])=[C:17]([C:30]2[CH:31]=[CH:32][CH:33]=[CH:34][CH:35]=2)[C:16]=1[CH3:36])#[N:14]. (10) Given the reactants [CH:1]1([CH2:7][C:8](=[O:24])[C:9]([NH:11][C:12]2[CH:13]=[CH:14][C:15]3[C:20](=[O:21])[O:19][N:18]=[C:17]([CH3:22])[C:16]=3[CH:23]=2)=[O:10])[CH2:6][CH2:5][CH2:4][CH2:3][CH2:2]1.[CH3:25][C:26]1[CH:31]=[CH:30][C:29]([C:32]#[CH:33])=[CH:28][CH:27]=1.C([Li])CCC, predict the reaction product. The product is: [CH:1]1([CH2:7][C:8]([OH:24])([C:33]#[C:32][C:29]2[CH:30]=[CH:31][C:26]([CH3:25])=[CH:27][CH:28]=2)[C:9]([NH:11][C:12]2[CH:13]=[CH:14][C:15]3[C:20](=[O:21])[O:19][N:18]=[C:17]([CH3:22])[C:16]=3[CH:23]=2)=[O:10])[CH2:6][CH2:5][CH2:4][CH2:3][CH2:2]1.